From a dataset of Reaction yield outcomes from USPTO patents with 853,638 reactions. Predict the reaction yield, written as a fraction of the theoretical maximum amount of product (1.0 means a 100% yield; for example, 0.34 means a 34% yield). (1) The reactants are [CH3:1][O:2][C:3](=[O:23])[CH2:4][C:5]1[CH:14]=[C:13]([O:15][CH:16]2[CH2:21][CH2:20][NH:19][CH2:18][CH2:17]2)[C:12]2[C:7](=[CH:8][CH:9]=[C:10]([F:22])[CH:11]=2)[CH:6]=1.[N:24]([CH2:27][CH3:28])=[C:25]=[O:26]. The yield is 0.850. The product is [CH3:1][O:2][C:3](=[O:23])[CH2:4][C:5]1[CH:14]=[C:13]([O:15][CH:16]2[CH2:17][CH2:18][N:19]([C:25](=[O:26])[NH:24][CH2:27][CH3:28])[CH2:20][CH2:21]2)[C:12]2[C:7](=[CH:8][CH:9]=[C:10]([F:22])[CH:11]=2)[CH:6]=1. The catalyst is ClCCl. (2) The reactants are [F:1][C:2]1[CH:15]=[CH:14][C:5]([O:6][C:7]2[CH:13]=[CH:12][C:10]([NH2:11])=[CH:9][CH:8]=2)=[CH:4][C:3]=1[CH3:16].C(OC([N:24]1[CH2:28][C@H:27]([CH2:29][C:30]2[CH:35]=[CH:34][C:33]([F:36])=[CH:32][CH:31]=2)[CH2:26][C@H:25]1[C:37](O)=[O:38])=O)(C)(C)C. No catalyst specified. The product is [F:1][C:2]1[CH:15]=[CH:14][C:5]([O:6][C:7]2[CH:13]=[CH:12][C:10]([NH:11][C:37]([C@@H:25]3[CH2:26][C@@H:27]([CH2:29][C:30]4[CH:31]=[CH:32][C:33]([F:36])=[CH:34][CH:35]=4)[CH2:28][NH:24]3)=[O:38])=[CH:9][CH:8]=2)=[CH:4][C:3]=1[CH3:16]. The yield is 0.730.